Dataset: Full USPTO retrosynthesis dataset with 1.9M reactions from patents (1976-2016). Task: Predict the reactants needed to synthesize the given product. (1) Given the product [CH2:10]([C@H:9]([NH:8][C:1](=[O:2])[O:3][C:4]([CH3:6])([CH3:5])[CH3:7])[CH:17]=[O:18])[C:11]1[CH:16]=[CH:15][CH:14]=[CH:13][CH:12]=1, predict the reactants needed to synthesize it. The reactants are: [C:1]([NH:8][C@H:9]([CH2:17][OH:18])[CH2:10][C:11]1[CH:16]=[CH:15][CH:14]=[CH:13][CH:12]=1)([O:3][C:4]([CH3:7])([CH3:6])[CH3:5])=[O:2].C(N(CC)CC)C. (2) Given the product [NH2:15][C:10]1[O:11][CH2:12][C@H:13]([F:14])[C@:8]([C:6]2[CH:7]=[C:2]([NH:1][C:26]([C:20]3[C:19]([Cl:18])=[CH:24][C:23]([Cl:25])=[CH:22][N:21]=3)=[O:27])[CH:3]=[CH:4][C:5]=2[F:17])([CH3:16])[N:9]=1, predict the reactants needed to synthesize it. The reactants are: [NH2:1][C:2]1[CH:3]=[CH:4][C:5]([F:17])=[C:6]([C@:8]2([CH3:16])[C@@H:13]([F:14])[CH2:12][O:11][C:10]([NH2:15])=[N:9]2)[CH:7]=1.[Cl:18][C:19]1[C:20]([C:26](O)=[O:27])=[N:21][CH:22]=[C:23]([Cl:25])[CH:24]=1. (3) Given the product [NH:1]1[CH2:4][CH:3]([C:5]2[CH:10]=[CH:9][C:8]([C@H:11]([C:22]3[CH:27]=[CH:26][CH:25]=[CH:24][C:23]=3[CH3:28])[CH2:12]/[C:13](/[C:15]3[CH:20]=[CH:19][N:18]=[C:17]([CH3:21])[CH:16]=3)=[N:30]\[OH:31])=[CH:7][CH:6]=2)[CH2:2]1, predict the reactants needed to synthesize it. The reactants are: [NH:1]1[CH2:4][CH:3]([C:5]2[CH:10]=[CH:9][C:8]([C@H:11]([C:22]3[CH:27]=[CH:26][CH:25]=[CH:24][C:23]=3[CH3:28])[CH2:12][C:13]([C:15]3[CH:20]=[CH:19][N:18]=[C:17]([CH3:21])[CH:16]=3)=O)=[CH:7][CH:6]=2)[CH2:2]1.Cl.[NH2:30][OH:31].C(=O)([O-])O.[Na+]. (4) Given the product [N+:22]([C:19]1[CH:18]=[CH:17][C:16]([CH2:15][NH:14][CH:11]2[CH2:10][CH2:9][NH:8][CH2:13][CH2:12]2)=[CH:21][CH:20]=1)([O-:24])=[O:23], predict the reactants needed to synthesize it. The reactants are: C(OC([N:8]1[CH2:13][CH2:12][CH:11]([NH:14][CH2:15][C:16]2[CH:21]=[CH:20][C:19]([N+:22]([O-:24])=[O:23])=[CH:18][CH:17]=2)[CH2:10][CH2:9]1)=O)(C)(C)C.Cl. (5) Given the product [CH3:3][N:2]([CH3:1])[CH2:4][CH2:5][N:6]1[C:20](=[O:21])[C:15]2[CH:16]=[C:17]([NH:19][C:32]([NH:31][C:28]3[CH:29]=[CH:30][C:25]([O:24][C:23]([F:22])([F:34])[F:35])=[CH:26][CH:27]=3)=[S:33])[CH:18]=[C:13]3[C:14]=2[C:9](=[CH:10][CH:11]=[CH:12]3)[C:7]1=[O:8], predict the reactants needed to synthesize it. The reactants are: [CH3:1][N:2]([CH2:4][CH2:5][N:6]1[C:20](=[O:21])[C:15]2=[CH:16][C:17]([NH2:19])=[CH:18][C:13]3[C:14]2=[C:9]([CH:10]=[CH:11][CH:12]=3)[C:7]1=[O:8])[CH3:3].[F:22][C:23]([F:35])([F:34])[O:24][C:25]1[CH:30]=[CH:29][C:28]([N:31]=[C:32]=[S:33])=[CH:27][CH:26]=1. (6) Given the product [N+:14]([NH:1][C@H:2]([C:11]([OH:13])=[O:12])[CH2:3][C:4]1[CH:5]=[CH:6][C:7]([OH:10])=[CH:8][CH:9]=1)([O-:16])=[O:15], predict the reactants needed to synthesize it. The reactants are: [NH2:1][C@H:2]([C:11]([OH:13])=[O:12])[CH2:3][C:4]1[CH:9]=[CH:8][C:7]([OH:10])=[CH:6][CH:5]=1.[N:14]([O:16][O-])=[O:15].